From a dataset of NCI-60 drug combinations with 297,098 pairs across 59 cell lines. Regression. Given two drug SMILES strings and cell line genomic features, predict the synergy score measuring deviation from expected non-interaction effect. (1) Drug 1: C1=CC(=CC=C1CC(C(=O)O)N)N(CCCl)CCCl.Cl. Drug 2: C1=NNC2=C1C(=O)NC=N2. Cell line: SF-539. Synergy scores: CSS=13.7, Synergy_ZIP=-4.47, Synergy_Bliss=-1.10, Synergy_Loewe=-17.1, Synergy_HSA=-2.41. (2) Synergy scores: CSS=5.09, Synergy_ZIP=0.297, Synergy_Bliss=2.83, Synergy_Loewe=1.36, Synergy_HSA=1.78. Drug 1: C(=O)(N)NO. Cell line: OVCAR-4. Drug 2: C1=NC2=C(N=C(N=C2N1C3C(C(C(O3)CO)O)F)Cl)N. (3) Drug 1: C(=O)(N)NO. Drug 2: CCC1(CC2CC(C3=C(CCN(C2)C1)C4=CC=CC=C4N3)(C5=C(C=C6C(=C5)C78CCN9C7C(C=CC9)(C(C(C8N6C)(C(=O)OC)O)OC(=O)C)CC)OC)C(=O)OC)O.OS(=O)(=O)O. Cell line: NCI-H322M. Synergy scores: CSS=-5.35, Synergy_ZIP=7.77, Synergy_Bliss=8.44, Synergy_Loewe=-6.02, Synergy_HSA=-2.32. (4) Drug 1: C1C(C(OC1N2C=NC3=C(N=C(N=C32)Cl)N)CO)O. Drug 2: C1CNP(=O)(OC1)N(CCCl)CCCl. Cell line: A549. Synergy scores: CSS=18.4, Synergy_ZIP=-1.98, Synergy_Bliss=-0.697, Synergy_Loewe=-30.7, Synergy_HSA=-2.73. (5) Drug 1: CCC1(CC2CC(C3=C(CCN(C2)C1)C4=CC=CC=C4N3)(C5=C(C=C6C(=C5)C78CCN9C7C(C=CC9)(C(C(C8N6C)(C(=O)OC)O)OC(=O)C)CC)OC)C(=O)OC)O.OS(=O)(=O)O. Drug 2: C1=NC2=C(N1)C(=S)N=CN2. Cell line: LOX IMVI. Synergy scores: CSS=9.43, Synergy_ZIP=1.35, Synergy_Bliss=0.843, Synergy_Loewe=-2.60, Synergy_HSA=-1.23. (6) Drug 1: CCCS(=O)(=O)NC1=C(C(=C(C=C1)F)C(=O)C2=CNC3=C2C=C(C=N3)C4=CC=C(C=C4)Cl)F. Drug 2: C(CCl)NC(=O)N(CCCl)N=O. Cell line: HT29. Synergy scores: CSS=41.8, Synergy_ZIP=4.53, Synergy_Bliss=6.92, Synergy_Loewe=-13.7, Synergy_HSA=5.41. (7) Drug 1: CC(C)(C#N)C1=CC(=CC(=C1)CN2C=NC=N2)C(C)(C)C#N. Drug 2: CCC1=C2CN3C(=CC4=C(C3=O)COC(=O)C4(CC)O)C2=NC5=C1C=C(C=C5)O. Cell line: RXF 393. Synergy scores: CSS=-1.23, Synergy_ZIP=1.85, Synergy_Bliss=0.787, Synergy_Loewe=-4.91, Synergy_HSA=-2.66. (8) Synergy scores: CSS=3.28, Synergy_ZIP=-1.62, Synergy_Bliss=-1.55, Synergy_Loewe=-4.92, Synergy_HSA=-3.14. Drug 1: C1C(C(OC1N2C=NC3=C2NC=NCC3O)CO)O. Drug 2: COCCOC1=C(C=C2C(=C1)C(=NC=N2)NC3=CC=CC(=C3)C#C)OCCOC.Cl. Cell line: 786-0. (9) Drug 1: C1=CC(=CC=C1CCC2=CNC3=C2C(=O)NC(=N3)N)C(=O)NC(CCC(=O)O)C(=O)O. Drug 2: COC1=C2C(=CC3=C1OC=C3)C=CC(=O)O2. Cell line: OVCAR-5. Synergy scores: CSS=12.5, Synergy_ZIP=-5.45, Synergy_Bliss=-1.99, Synergy_Loewe=-17.1, Synergy_HSA=-2.15. (10) Drug 1: C1CC(C1)(C(=O)O)C(=O)O.[NH2-].[NH2-].[Pt+2]. Drug 2: CC1=C(C=C(C=C1)NC(=O)C2=CC=C(C=C2)CN3CCN(CC3)C)NC4=NC=CC(=N4)C5=CN=CC=C5. Cell line: HT29. Synergy scores: CSS=3.19, Synergy_ZIP=-2.36, Synergy_Bliss=1.07, Synergy_Loewe=0.900, Synergy_HSA=1.08.